From a dataset of HIV replication inhibition screening data with 41,000+ compounds from the AIDS Antiviral Screen. Binary Classification. Given a drug SMILES string, predict its activity (active/inactive) in a high-throughput screening assay against a specified biological target. (1) The drug is O=C1c2c(O)cccc2Cc2cccc(O)c21. The result is 0 (inactive). (2) The result is 0 (inactive). The molecule is O=C(CC(=O)N1N=C(c2ccccc2)C(N=Nc2ccccc2[N+](=O)[O-])C1=O)Nc1ccccc1F. (3) The molecule is O=C1Nc2ccccc2C12OCCS2. The result is 0 (inactive). (4) The result is 0 (inactive). The molecule is O=C([OH+][Mn+](C#[O+])(C#[O+])(C#[O+])(C#[O+])C#[O+])C(F)(F)C(F)(F)F. (5) The drug is CCOC(=O)CNC(=O)CNC(=O)CNC(=O)CNNc1c(OCc2ccccc2)c(=O)c1=O. The result is 0 (inactive). (6) The result is 0 (inactive). The molecule is Cc1ccc2oc(=O)c3c(O)c4cccc(OC5OC(C)C6OC(c7ccccc7)OC6C5OC5OC(C)C(O)C(O)C5O)c4c4oc(=O)c1c2c34.